From a dataset of Peptide-MHC class I binding affinity with 185,985 pairs from IEDB/IMGT. Regression. Given a peptide amino acid sequence and an MHC pseudo amino acid sequence, predict their binding affinity value. This is MHC class I binding data. (1) The peptide sequence is VVIVENDNV. The MHC is HLA-A02:02 with pseudo-sequence HLA-A02:02. The binding affinity (normalized) is 0.123. (2) The MHC is HLA-A02:06 with pseudo-sequence HLA-A02:06. The peptide sequence is TSNLQEQIGW. The binding affinity (normalized) is 0. (3) The peptide sequence is LPEFERRTL. The MHC is HLA-B40:01 with pseudo-sequence HLA-B40:01. The binding affinity (normalized) is 0.0847.